This data is from Forward reaction prediction with 1.9M reactions from USPTO patents (1976-2016). The task is: Predict the product of the given reaction. (1) The product is: [Br:27][CH2:2][C:3]1[CH:4]=[C:5]([CH:15]=[C:16]([O:18][C@@H:19]([CH3:23])[CH2:20][O:21][CH3:22])[CH:17]=1)[C:6]([NH:8][C:9]1[CH:14]=[N:13][CH:12]=[CH:11][N:10]=1)=[O:7]. Given the reactants O[CH2:2][C:3]1[CH:4]=[C:5]([CH:15]=[C:16]([O:18][C@@H:19]([CH3:23])[CH2:20][O:21][CH3:22])[CH:17]=1)[C:6]([NH:8][C:9]1[CH:14]=[N:13][CH:12]=[CH:11][N:10]=1)=[O:7].P(OBr)(OBr)(O[Br:27])=O, predict the reaction product. (2) Given the reactants [CH3:1][O:2][C:3]([C:5]1[S:14][C:8]2[N:9]=[CH:10][N:11]=[C:12](Cl)[C:7]=2[C:6]=1[CH3:15])=[O:4].[NH2:16][C:17]1[CH:35]=[CH:34][C:33]([Cl:36])=[CH:32][C:18]=1[O:19][C@H:20]1[CH2:25][CH2:24][CH2:23][N:22]([C:26](=[O:31])[C:27]([F:30])([F:29])[F:28])[CH2:21]1, predict the reaction product. The product is: [CH3:1][O:2][C:3]([C:5]1[S:14][C:8]2[N:9]=[CH:10][N:11]=[C:12]([NH:16][C:17]3[CH:35]=[CH:34][C:33]([Cl:36])=[CH:32][C:18]=3[O:19][C@H:20]3[CH2:25][CH2:24][CH2:23][N:22]([C:26](=[O:31])[C:27]([F:30])([F:29])[F:28])[CH2:21]3)[C:7]=2[C:6]=1[CH3:15])=[O:4].